Dataset: Full USPTO retrosynthesis dataset with 1.9M reactions from patents (1976-2016). Task: Predict the reactants needed to synthesize the given product. (1) The reactants are: [Cl:1][C:2]1[CH:3]=[CH:4][C:5]([O:15][CH2:16][C:17]2[CH:22]=[CH:21][CH:20]=[CH:19][CH:18]=2)=[C:6]([C:8](=O)[CH2:9][CH2:10][C:11](=O)[CH3:12])[CH:7]=1.Cl.[CH3:24][S:25]([C:28]1[CH:34]=[CH:33][C:31]([NH2:32])=[CH:30][CH:29]=1)(=[O:27])=[O:26].C(N(CC)CC)C. Given the product [Cl:1][C:2]1[CH:3]=[CH:4][C:5]([O:15][CH2:16][C:17]2[CH:22]=[CH:21][CH:20]=[CH:19][CH:18]=2)=[C:6]([C:8]2[N:32]([C:31]3[CH:30]=[CH:29][C:28]([S:25]([CH3:24])(=[O:27])=[O:26])=[CH:34][CH:33]=3)[C:11]([CH3:12])=[CH:10][CH:9]=2)[CH:7]=1, predict the reactants needed to synthesize it. (2) Given the product [CH2:20]([NH:23][C:5]1[C:4]([N+:1]([O-:3])=[O:2])=[CH:9][CH:8]=[C:7]([C:10]([F:13])([F:12])[F:11])[N:6]=1)[CH3:19], predict the reactants needed to synthesize it. The reactants are: [N+:1]([C:4]1[C:5](=O)[NH:6][C:7]([C:10]([F:13])([F:12])[F:11])=[CH:8][CH:9]=1)([O-:3])=[O:2].[H-].[Na+].C1C=C[C:20]([N:23](S(C(F)(F)F)(=O)=O)S(C(F)(F)F)(=O)=O)=[CH:19]C=1.C(N)C.C1COCC1. (3) Given the product [CH3:20][C:5]1[CH:6]=[C:7]2[N:8]=[C:9]([C:10]3[CH:15]=[CH:14][CH:13]=[CH:12][C:11]=3[N+:16]([O-:18])=[O:17])[S:22][C:2]2=[N:3][CH:4]=1, predict the reactants needed to synthesize it. The reactants are: Cl[C:2]1[C:7]([NH:8][C:9](=O)[C:10]2[CH:15]=[CH:14][CH:13]=[CH:12][C:11]=2[N+:16]([O-:18])=[O:17])=[CH:6][C:5]([CH3:20])=[CH:4][N:3]=1.P12(SP3(SP(SP(S3)(S1)=S)(=S)S2)=S)=[S:22].